Dataset: Catalyst prediction with 721,799 reactions and 888 catalyst types from USPTO. Task: Predict which catalyst facilitates the given reaction. (1) Reactant: [CH2:1]([C:8]1[S:12][C:11]([NH2:13])=[N:10][C:9]=1[C:14]1[CH:19]=[CH:18][CH:17]=[CH:16][CH:15]=1)[C:2]1[CH:7]=[CH:6][CH:5]=[CH:4][CH:3]=1.[Cl:20][C:21]1[CH:22]=[C:23]([C:30](=[O:36])[CH2:31][CH2:32][C:33](O)=[O:34])[CH:24]=[CH:25][C:26]=1[O:27][CH2:28][CH3:29].C1C=CC2N(O)N=NC=2C=1.CCN=C=NCCCN(C)C. Product: [CH2:1]([C:8]1[S:12][C:11]([NH:13][C:33](=[O:34])[CH2:32][CH2:31][C:30]([C:23]2[CH:24]=[CH:25][C:26]([O:27][CH2:28][CH3:29])=[C:21]([Cl:20])[CH:22]=2)=[O:36])=[N:10][C:9]=1[C:14]1[CH:19]=[CH:18][CH:17]=[CH:16][CH:15]=1)[C:2]1[CH:3]=[CH:4][CH:5]=[CH:6][CH:7]=1. The catalyst class is: 10. (2) Reactant: Cl.Cl.[NH:3]1[CH2:6][CH:5]([C:7]2[C:8]([O:28][CH3:29])=[C:9]([CH:15]([N:17]3[C:21]4=[N:22][CH:23]=[N:24][C:25]([NH2:26])=[C:20]4[C:19]([CH3:27])=[N:18]3)[CH3:16])[CH:10]=[C:11]([Cl:14])[C:12]=2[CH3:13])[CH2:4]1.C(N(CC)CC)C.Br[C@@H:38]([CH3:43])[C:39]([O:41][CH3:42])=[O:40]. Product: [NH2:26][C:25]1[N:24]=[CH:23][N:22]=[C:21]2[N:17]([CH:15]([C:9]3[C:8]([O:28][CH3:29])=[C:7]([CH:5]4[CH2:4][N:3]([C@H:38]([CH3:43])[C:39]([O:41][CH3:42])=[O:40])[CH2:6]4)[C:12]([CH3:13])=[C:11]([Cl:14])[CH:10]=3)[CH3:16])[N:18]=[C:19]([CH3:27])[C:20]=12. The catalyst class is: 10. (3) Reactant: Br[CH2:2][C:3]1[CH:8]=[CH:7][C:6]([C:9]2[CH:14]=[CH:13][CH:12]=[C:11]([S:15]([CH3:18])(=[O:17])=[O:16])[CH:10]=2)=[CH:5][CH:4]=1.[C:19]([O-:22])(=[S:21])[CH3:20].[K+].C(OCC)C. Product: [CH3:18][S:15]([C:11]1[CH:10]=[C:9]([C:6]2[CH:7]=[CH:8][C:3]([CH2:2][S:21][C:19](=[O:22])[CH3:20])=[CH:4][CH:5]=2)[CH:14]=[CH:13][CH:12]=1)(=[O:17])=[O:16]. The catalyst class is: 9. (4) Reactant: [NH2:1][CH2:2][C@@H:3]1[O:7][C:6](=[O:8])[N:5]([C:9]2[CH:14]=[CH:13][C:12]([I:15])=[C:11]([F:16])[CH:10]=2)[CH2:4]1.N1C=CC=CC=1.Cl[C:24]([O:26][CH3:27])=[O:25]. Product: [CH3:27][O:26][C:24](=[O:25])[NH:1][CH2:2][C@@H:3]1[O:7][C:6](=[O:8])[N:5]([C:9]2[CH:14]=[CH:13][C:12]([I:15])=[C:11]([F:16])[CH:10]=2)[CH2:4]1. The catalyst class is: 4. (5) Product: [CH2:1]([N:3]([CH2:4][CH3:5])[CH2:7]/[CH:8]=[CH:9]\[Sn:10]([CH2:19][CH2:20][CH2:21][CH3:22])([CH2:15][CH2:16][CH2:17][CH3:18])[CH2:11][CH2:12][CH2:13][CH3:14])[CH3:2]. The catalyst class is: 1. Reactant: [CH2:1]([NH:3][CH2:4][CH3:5])[CH3:2].Br[CH2:7]/[CH:8]=[CH:9]\[Sn:10]([CH2:19][CH2:20][CH2:21][CH3:22])([CH2:15][CH2:16][CH2:17][CH3:18])[CH2:11][CH2:12][CH2:13][CH3:14]. (6) Reactant: [C:1]([C:5]1[CH:12]=[CH:11][C:8]([CH:9]=O)=[CH:7][CH:6]=1)([CH3:4])([CH3:3])[CH3:2].[Cl:13][C:14]1[CH:19]=[C:18]([Cl:20])[CH:17]=[CH:16][C:15]=1[CH2:21][CH2:22][NH2:23].[BH4-].[Na+].Cl. Product: [C:1]([C:5]1[CH:12]=[CH:11][C:8]([CH2:9][NH:23][CH2:22][CH2:21][C:15]2[CH:16]=[CH:17][C:18]([Cl:20])=[CH:19][C:14]=2[Cl:13])=[CH:7][CH:6]=1)([CH3:4])([CH3:3])[CH3:2]. The catalyst class is: 5. (7) Reactant: [NH2:1][C:2]1[CH:3]=[C:4]([C:8]([F:11])([F:10])[F:9])[CH:5]=[CH:6][CH:7]=1.[OH-].[Na+].[Cl:14][C:15]1[N:23]=[CH:22][CH:21]=[CH:20][C:16]=1[C:17](Cl)=[O:18]. Product: [Cl:14][C:15]1[C:16]([C:17]([NH:1][C:2]2[CH:7]=[CH:6][CH:5]=[C:4]([C:8]([F:9])([F:10])[F:11])[CH:3]=2)=[O:18])=[CH:20][CH:21]=[CH:22][N:23]=1. The catalyst class is: 13. (8) Reactant: [Cl:1][CH2:2][C:3](=O)[CH3:4].[CH2:6]([O:13][C:14]1[C:15]([NH:21][C:22]([NH2:24])=[S:23])=[N:16][CH:17]=[C:18]([Br:20])[CH:19]=1)[C:7]1[CH:12]=[CH:11][CH:10]=[CH:9][CH:8]=1.C(N(CC)CC)C.C(O)C. Product: [ClH:1].[CH2:6]([O:13][C:14]1[C:15]([NH:21][C:22]2[S:23][CH:2]=[C:3]([CH3:4])[N:24]=2)=[N:16][CH:17]=[C:18]([Br:20])[CH:19]=1)[C:7]1[CH:12]=[CH:11][CH:10]=[CH:9][CH:8]=1. The catalyst class is: 6. (9) Reactant: [CH3:1][O:2][CH2:3][C:4]1[NH:5][C:6]([C:9]2[CH:10]=[C:11]([CH:16]=[CH:17][C:18]=2[CH3:19])[C:12]([O:14][CH3:15])=[O:13])=[CH:7][N:8]=1.C1C(=O)N([Cl:27])C(=O)C1. Product: [Cl:27][C:7]1[N:8]=[C:4]([CH2:3][O:2][CH3:1])[NH:5][C:6]=1[C:9]1[CH:10]=[C:11]([CH:16]=[CH:17][C:18]=1[CH3:19])[C:12]([O:14][CH3:15])=[O:13]. The catalyst class is: 53. (10) Reactant: Cl.N[C:3]1[CH:11]=[C:10]([CH2:12][CH2:13][C:14]2[CH:19]=[CH:18][CH:17]=[CH:16][CH:15]=2)[CH:9]=[CH:8][C:4]=1[C:5]([OH:7])=[O:6].N([O-])=O.[Na+].[I-:24].[K+]. Product: [I:24][C:3]1[CH:11]=[C:10]([CH2:12][CH2:13][C:14]2[CH:19]=[CH:18][CH:17]=[CH:16][CH:15]=2)[CH:9]=[CH:8][C:4]=1[C:5]([OH:7])=[O:6]. The catalyst class is: 211.